Dataset: Full USPTO retrosynthesis dataset with 1.9M reactions from patents (1976-2016). Task: Predict the reactants needed to synthesize the given product. (1) Given the product [CH3:5][O:4][C:2](=[O:3])[NH:6][CH2:7][CH:8]1[CH2:9][CH:10]([N:12]2[C:16]3[N:17]=[CH:18][N:19]=[C:20]([NH2:21])[C:15]=3[C:14]([C:22]3[CH:27]=[CH:26][CH:25]=[C:24]([O:28][CH2:29][C:30]45[O:36][CH:33]([CH2:32][CH2:31]4)[CH2:34][CH2:35]5)[CH:23]=3)=[CH:13]2)[CH2:11]1, predict the reactants needed to synthesize it. The reactants are: Cl[C:2]([O:4][CH3:5])=[O:3].[NH2:6][CH2:7][C@@H:8]1[CH2:11][C@H:10]([N:12]2[C:16]3[N:17]=[CH:18][N:19]=[C:20]([NH2:21])[C:15]=3[C:14]([C:22]3[CH:27]=[CH:26][CH:25]=[C:24]([O:28][CH2:29][C:30]45[O:36][CH:33]([CH2:34][CH2:35]4)[CH2:32][CH2:31]5)[CH:23]=3)=[CH:13]2)[CH2:9]1.C(N(CC)CC)C. (2) Given the product [F:1][C:2]1[CH:3]=[C:4]([S:27]([NH:30][CH3:31])(=[O:28])=[O:29])[CH:5]=[C:6]([C:9]([N:11]2[CH2:16][CH2:15][N:14]([C:17]3[CH:18]=[CH:19][C:20]([C:23]([F:26])([F:25])[F:24])=[CH:21][CH:22]=3)[CH2:13][CH2:12]2)=[O:10])[C:7]=1[N:32]1[CH2:37][CH2:36][O:35][CH2:34][CH2:33]1, predict the reactants needed to synthesize it. The reactants are: [F:1][C:2]1[CH:3]=[C:4]([S:27]([NH:30][CH3:31])(=[O:29])=[O:28])[CH:5]=[C:6]([C:9]([N:11]2[CH2:16][CH2:15][N:14]([C:17]3[CH:22]=[CH:21][C:20]([C:23]([F:26])([F:25])[F:24])=[CH:19][CH:18]=3)[CH2:13][CH2:12]2)=[O:10])[C:7]=1F.[NH:32]1[CH2:37][CH2:36][O:35][CH2:34][CH2:33]1.